From a dataset of Peptide-MHC class I binding affinity with 185,985 pairs from IEDB/IMGT. Regression. Given a peptide amino acid sequence and an MHC pseudo amino acid sequence, predict their binding affinity value. This is MHC class I binding data. (1) The peptide sequence is CTIDNPTKY. The MHC is HLA-A68:01 with pseudo-sequence HLA-A68:01. The binding affinity (normalized) is 0.681. (2) The peptide sequence is NILVAGNLI. The MHC is HLA-A31:01 with pseudo-sequence HLA-A31:01. The binding affinity (normalized) is 0.0847. (3) The peptide sequence is SIIEIAEV. The MHC is H-2-Db with pseudo-sequence H-2-Db. The binding affinity (normalized) is 0. (4) The peptide sequence is DLEKYNLAF. The MHC is HLA-A26:01 with pseudo-sequence HLA-A26:01. The binding affinity (normalized) is 0.0847. (5) The peptide sequence is RGRKPIFRK. The MHC is HLA-A26:01 with pseudo-sequence HLA-A26:01. The binding affinity (normalized) is 0.0847. (6) The peptide sequence is RSTSLSVSL. The MHC is Mamu-A02 with pseudo-sequence Mamu-A02. The binding affinity (normalized) is 0.896.